This data is from NCI-60 drug combinations with 297,098 pairs across 59 cell lines. The task is: Regression. Given two drug SMILES strings and cell line genomic features, predict the synergy score measuring deviation from expected non-interaction effect. Drug 2: CCC1(CC2CC(C3=C(CCN(C2)C1)C4=CC=CC=C4N3)(C5=C(C=C6C(=C5)C78CCN9C7C(C=CC9)(C(C(C8N6C)(C(=O)OC)O)OC(=O)C)CC)OC)C(=O)OC)O.OS(=O)(=O)O. Drug 1: CNC(=O)C1=CC=CC=C1SC2=CC3=C(C=C2)C(=NN3)C=CC4=CC=CC=N4. Synergy scores: CSS=33.2, Synergy_ZIP=-2.37, Synergy_Bliss=-2.81, Synergy_Loewe=-16.0, Synergy_HSA=-1.44. Cell line: EKVX.